From a dataset of Forward reaction prediction with 1.9M reactions from USPTO patents (1976-2016). Predict the product of the given reaction. (1) The product is: [CH2:16]([C:18]1[CH:19]=[C:20]([NH:21][N:10]=[C:11]2[C:12]([NH2:13])=[N:32][N:31]=[C:14]2[NH2:15])[CH:22]=[CH:23][CH:24]=1)[CH3:17]. Given the reactants C(C1C=C(N[N:10]=[C:11]([C:14]#[N:15])[C:12]#[N:13])C=CC=1)C.[CH2:16]([C:18]1[CH:19]=[C:20]([CH:22]=[CH:23][CH:24]=1)[NH2:21])[CH3:17].C(#N)CC#N.O.[NH2:31][NH2:32], predict the reaction product. (2) Given the reactants [Br:1][C:2]1[O:3][C:4](Br)=[CH:5][C:6]=1[C:7]([O:9][CH2:10][CH3:11])=[O:8].CC1(C)C(C)(C)OB([C:21]2[CH:26]=[CH:25][N:24]=[C:23]([NH:27][C:28](=[O:30])[CH3:29])[CH:22]=2)O1.C(=O)([O-])[O-].[Cs+].[Cs+], predict the reaction product. The product is: [C:28]([NH:27][C:23]1[CH:22]=[C:21]([C:4]2[O:3][C:2]([Br:1])=[C:6]([C:7]([O:9][CH2:10][CH3:11])=[O:8])[CH:5]=2)[CH:26]=[CH:25][N:24]=1)(=[O:30])[CH3:29]. (3) Given the reactants C([O:8][C:9]1[CH:14]=[CH:13][C:12]([N+:15]([O-])=O)=[CH:11][C:10]=1[NH:18][C:19]1[C:24]([F:25])=[CH:23][N:22]=[C:21]([NH:26][C:27]2[CH:32]=[CH:31][C:30]([O:33][CH2:34][CH2:35][O:36][CH3:37])=[CH:29][CH:28]=2)[N:20]=1)C1C=CC=CC=1, predict the reaction product. The product is: [NH2:15][C:12]1[CH:13]=[CH:14][C:9]([OH:8])=[C:10]([NH:18][C:19]2[C:24]([F:25])=[CH:23][N:22]=[C:21]([NH:26][C:27]3[CH:32]=[CH:31][C:30]([O:33][CH2:34][CH2:35][O:36][CH3:37])=[CH:29][CH:28]=3)[N:20]=2)[CH:11]=1. (4) The product is: [CH:43]1[C:42]2[CH:44]([CH2:51][O:52][C:53](=[O:54])[NH:55][CH:56]([C:67](=[O:68])[NH:22][CH2:21][CH2:20][CH2:19][CH2:18][C:17](=[O:23])[NH:16][C:13]3[CH:12]=[CH:11][C:10]([N:7]4[C:8](=[O:9])[CH:5]([CH2:4][CH2:3][CH:2]([OH:1])[C:32]5[CH:33]=[CH:34][CH:35]=[CH:36][CH:37]=5)[CH:6]4[C:24]4[CH:29]=[CH:28][C:27]([O:30][CH3:31])=[CH:26][CH:25]=4)=[CH:15][CH:14]=3)[CH2:57][C:58]3[CH:59]=[CH:60][C:61]([N:64]=[N+:65]=[N-:66])=[CH:62][CH:63]=3)[C:45]3[C:50](=[CH:49][CH:48]=[CH:47][CH:46]=3)[C:41]=2[CH:40]=[CH:39][CH:38]=1. Given the reactants [OH:1][CH:2]([C:32]1[CH:37]=[CH:36][CH:35]=[CH:34][CH:33]=1)[CH2:3][CH2:4][CH:5]1[C:8](=[O:9])[N:7]([C:10]2[CH:15]=[CH:14][C:13]([NH:16][C:17](=[O:23])[CH2:18][CH2:19][CH2:20][CH2:21][NH2:22])=[CH:12][CH:11]=2)[CH:6]1[C:24]1[CH:29]=[CH:28][C:27]([O:30][CH3:31])=[CH:26][CH:25]=1.[CH:38]1[CH:43]=[C:42]2[CH:44]([CH2:51][O:52][C:53]([NH:55][C@H:56]([C:67](O)=[O:68])[CH2:57][C:58]3[CH:63]=[CH:62][C:61]([N:64]=[N+:65]=[N-:66])=[CH:60][CH:59]=3)=[O:54])[C:45]3[C:50]([C:41]2=[CH:40][CH:39]=1)=[CH:49][CH:48]=[CH:47][CH:46]=3.C1C2C(COC(=O)N(CCCCC(=O)NC3C=CC(N4C(=O)C(CCC(O)C5C=CC=CC=5)C4C4C=CC(OC)=CC=4)=CC=3)C3C=CC=CC=3)C3C(=CC=CC=3)C=2C=CC=1, predict the reaction product. (5) Given the reactants [N:1]12[CH2:8][CH2:7][CH:4]([CH2:5][CH2:6]1)[CH:3]([OH:9])[CH2:2]2.[H-].[Na+].[Br:12][C:13]1[CH:18]=[CH:17][CH:16]=[CH:15][C:14]=1[N:19]=[C:20]=[O:21], predict the reaction product. The product is: [Br:12][C:13]1[CH:18]=[CH:17][CH:16]=[CH:15][C:14]=1[NH:19][C:20](=[O:21])[O:9][CH:3]1[CH:4]2[CH2:7][CH2:8][N:1]([CH2:6][CH2:5]2)[CH2:2]1. (6) Given the reactants [N:1]1[C:8](Cl)=[N:7][C:5]([Cl:6])=[N:4][C:2]=1[Cl:3].[CH:10]1[CH:15]=[CH:14][C:13]([CH2:16][CH2:17][CH2:18][SH:19])=[CH:12][CH:11]=1, predict the reaction product. The product is: [Cl:3][C:2]1[N:4]=[C:5]([Cl:6])[N:7]=[C:8]([S:19][CH2:18][CH2:17][CH2:16][C:13]2[CH:14]=[CH:15][CH:10]=[CH:11][CH:12]=2)[N:1]=1.